From a dataset of Full USPTO retrosynthesis dataset with 1.9M reactions from patents (1976-2016). Predict the reactants needed to synthesize the given product. (1) Given the product [Cl:1][C:2]1[O:3][C:4]2[CH:10]=[CH:9][C:8]([C:11]([CH2:30][CH3:31])=[C:12]([C:23]3[CH:28]=[CH:27][C:26]([OH:29])=[CH:25][CH:24]=3)[C:13]3[CH:14]=[CH:15][C:16]([O:19][CH2:20][CH2:21][N:32]4[CH2:37][CH2:36][NH:35][CH2:34][CH2:33]4)=[CH:17][CH:18]=3)=[CH:7][C:5]=2[CH:6]=1, predict the reactants needed to synthesize it. The reactants are: [Cl:1][C:2]1[O:3][C:4]2[CH:10]=[CH:9][C:8]([C:11]([CH2:30][CH3:31])=[C:12]([C:23]3[CH:28]=[CH:27][C:26]([OH:29])=[CH:25][CH:24]=3)[C:13]3[CH:18]=[CH:17][C:16]([O:19][CH2:20][CH2:21]Cl)=[CH:15][CH:14]=3)=[CH:7][C:5]=2[CH:6]=1.[N:32]1(C(OC(C)(C)C)=O)[CH2:37][CH2:36][NH:35][CH2:34][CH2:33]1. (2) Given the product [CH:22]1([N:4]2[CH2:5][CH2:6][CH2:7][N:1]([C:8]3[CH:18]=[CH:17][C:11]([C:12]([O:14][CH2:15][CH3:16])=[O:13])=[CH:10][CH:9]=3)[CH2:2][CH2:3]2)[CH2:24][CH2:23]1, predict the reactants needed to synthesize it. The reactants are: [N:1]1([C:8]2[CH:18]=[CH:17][C:11]([C:12]([O:14][CH2:15][CH3:16])=[O:13])=[CH:10][CH:9]=2)[CH2:7][CH2:6][CH2:5][NH:4][CH2:3][CH2:2]1.C(O[C:22]1(O[Si](C)(C)C)[CH2:24][CH2:23]1)C.C(O)(=O)C.C([BH3-])#N.[Na+]. (3) Given the product [C:16]([C:5]1[CH:6]=[CH:7][C:2]([C:1]([OH:9])=[O:8])=[CH:3][N:4]=1)([CH3:18])([CH3:17])[CH3:15], predict the reactants needed to synthesize it. The reactants are: [C:1]([OH:9])(=[O:8])[C:2]1[CH:7]=[CH:6][CH:5]=[N:4][CH:3]=1.S(=O)(=O)(O)O.[C:15](O)(=O)[C:16](C)([CH3:18])[CH3:17].S(OOS([O-])(=O)=O)([O-])(=O)=O.[NH4+].[NH4+]. (4) The reactants are: [OH:1][C:2]1[C:6]([C:7]([O:9][CH2:10][CH3:11])=[O:8])=[CH:5][NH:4][N:3]=1.[CH2:12](Br)[C:13]1[CH:18]=[CH:17][CH:16]=[CH:15][CH:14]=1.C(=O)([O-])[O-].[K+].[K+].CN(C)C=O. Given the product [CH2:12]([N:4]1[CH:5]=[C:6]([C:7]([O:9][CH2:10][CH3:11])=[O:8])[C:2]([O:1][CH2:12][C:13]2[CH:18]=[CH:17][CH:16]=[CH:15][CH:14]=2)=[N:3]1)[C:13]1[CH:18]=[CH:17][CH:16]=[CH:15][CH:14]=1, predict the reactants needed to synthesize it.